Dataset: Catalyst prediction with 721,799 reactions and 888 catalyst types from USPTO. Task: Predict which catalyst facilitates the given reaction. (1) Reactant: [Br:1][C:2]1[CH:7]=[CH:6][CH:5]=[CH:4][C:3]=1[NH:8][C:9]([O:11][CH2:12][C@@H:13]1[CH2:17][CH2:16][N:15](C(OC(C)(C)C)=O)[CH2:14]1)=[O:10].FC(F)(F)C(O)=O. Product: [Br:1][C:2]1[CH:7]=[CH:6][CH:5]=[CH:4][C:3]=1[NH:8][C:9](=[O:10])[O:11][CH2:12][C@@H:13]1[CH2:17][CH2:16][NH:15][CH2:14]1. The catalyst class is: 4. (2) Reactant: C1(S(OCCCCCCCCCCCC)(=O)=O)C=CC=CC=1.[Na].[C:24]([O:28][CH3:29])(=[O:27])[CH:25]=[CH2:26].[C:30]([O:35][CH3:36])(=[O:34])[C:31]([CH3:33])=[CH2:32].[C:37]([OH:41])(=[O:40])[CH:38]=[CH2:39].S(OOS([O-])(=O)=O)([O-])(=O)=O.[K+].[K+]. Product: [CH3:29][O:28][C:24](=[O:27])[CH:25]=[CH2:26].[CH3:36][O:35][C:30](=[O:34])[C:31]([CH3:33])=[CH2:32].[C:37]([OH:41])(=[O:40])[CH:38]=[CH2:39]. The catalyst class is: 6.